Dataset: Forward reaction prediction with 1.9M reactions from USPTO patents (1976-2016). Task: Predict the product of the given reaction. (1) Given the reactants [OH:1][C:2]1[CH:7]=[CH:6][C:5]([CH:8]([C:13]#[C:14][CH3:15])[CH2:9][C:10]([OH:12])=[O:11])=[CH:4][CH:3]=1.S(=O)(=O)(O)O.[CH2:21](O)[CH3:22], predict the reaction product. The product is: [OH:1][C:2]1[CH:3]=[CH:4][C:5]([CH:8]([C:13]#[C:14][CH3:15])[CH2:9][C:10]([O:12][CH2:21][CH3:22])=[O:11])=[CH:6][CH:7]=1. (2) Given the reactants [CH3:1][O:2][CH2:3][CH2:4][OH:5].[Br:6][C:7]1[CH:26]=[CH:25][C:24]([CH2:27]Cl)=[CH:23][C:8]=1[O:9][CH2:10][CH2:11][O:12][Si:13]([CH:20]([CH3:22])[CH3:21])([CH:17]([CH3:19])[CH3:18])[CH:14]([CH3:16])[CH3:15].[H-].[Na+].C([O-])(O)=O.[Na+], predict the reaction product. The product is: [Br:6][C:7]1[CH:26]=[CH:25][C:24]([CH2:27][O:5][CH2:4][CH2:3][O:2][CH3:1])=[CH:23][C:8]=1[O:9][CH2:10][CH2:11][O:12][Si:13]([CH:20]([CH3:22])[CH3:21])([CH:17]([CH3:19])[CH3:18])[CH:14]([CH3:16])[CH3:15].